From a dataset of Full USPTO retrosynthesis dataset with 1.9M reactions from patents (1976-2016). Predict the reactants needed to synthesize the given product. (1) The reactants are: [CH2:1]([O:8][C:9]1[CH:14]=[CH:13][C:12]([OH:15])=[CH:11][CH:10]=1)[C:2]1[CH:7]=[CH:6][CH:5]=[CH:4][CH:3]=1.[C:16]([C@H:20]1[CH2:24]OS(=O)(=O)[O:21]1)([CH3:19])([CH3:18])[CH3:17].C(=O)([O-])[O-].[K+].[K+].C(Cl)(=O)C. Given the product [CH2:1]([O:8][C:9]1[CH:10]=[CH:11][C:12]([O:15][CH2:24][C@@H:20]([OH:21])[C:16]([CH3:19])([CH3:18])[CH3:17])=[CH:13][CH:14]=1)[C:2]1[CH:3]=[CH:4][CH:5]=[CH:6][CH:7]=1, predict the reactants needed to synthesize it. (2) Given the product [OH:14]/[N:13]=[C:8]1/[C:9](=[O:12])[C:10]2[C:6]([CH2:7]/1)=[CH:5][CH:4]=[C:3]([O:2][CH3:1])[CH:11]=2, predict the reactants needed to synthesize it. The reactants are: [CH3:1][O:2][C:3]1[CH:11]=[C:10]2[C:6]([CH2:7][CH2:8][C:9]2=[O:12])=[CH:5][CH:4]=1.[N:13](OCCC(C)C)=[O:14].Cl.